Dataset: Full USPTO retrosynthesis dataset with 1.9M reactions from patents (1976-2016). Task: Predict the reactants needed to synthesize the given product. (1) Given the product [Cl:1][C:2]1[CH:7]=[CH:6][C:5]([C@H:8]2[CH2:13][C@@H:12]([C:14]3[O:21][NH:28][C:16](=[O:17])[CH:15]=3)[CH2:11][CH2:10][N:9]2[C:22]([O:24][CH3:25])=[O:23])=[CH:4][CH:3]=1, predict the reactants needed to synthesize it. The reactants are: [Cl:1][C:2]1[CH:7]=[CH:6][C:5]([C@H:8]2[CH2:13][C@@H:12]([C:14](=[O:21])[CH2:15][C:16](OCC)=[O:17])[CH2:11][CH2:10][N:9]2[C:22]([O:24][CH3:25])=[O:23])=[CH:4][CH:3]=1.[OH-].[Na+].[NH2:28]O.Cl. (2) Given the product [I:22][C:20]1[CH:19]=[CH:18][N:17]2[C:12]([C:11]3[CH:23]=[CH:24][C:8]([N:4]4[C@@H:3]([C:25]5[CH:26]=[CH:27][CH:28]=[CH:29][CH:30]=5)[C:2]([CH3:1])([CH3:31])[O:6][C:5]4=[O:7])=[CH:9][CH:10]=3)=[N:14][N:15]=[C:16]2[CH:21]=1, predict the reactants needed to synthesize it. The reactants are: [CH3:1][C:2]1([CH3:31])[O:6][C:5](=[O:7])[N:4]([C:8]2[CH:24]=[CH:23][C:11]([C:12]([NH:14][NH:15][C:16]3[CH:21]=[C:20]([I:22])[CH:19]=[CH:18][N:17]=3)=O)=[CH:10][CH:9]=2)[C@H:3]1[C:25]1[CH:30]=[CH:29][CH:28]=[CH:27][CH:26]=1.CC(O)=O.